This data is from Reaction yield outcomes from USPTO patents with 853,638 reactions. The task is: Predict the reaction yield, written as a fraction of the theoretical maximum amount of product (1.0 means a 100% yield; for example, 0.34 means a 34% yield). (1) The yield is 0.900. No catalyst specified. The product is [F:26][CH:25]([F:27])[C:17]1[N:16]([C:4]2[N:5]=[C:6]([N:8]3[CH2:13][CH2:12][O:11][C@@H:10]([CH3:14])[C@H:9]3[CH3:15])[CH:7]=[C:2]([N:28]3[CH2:33][CH2:32][O:31][CH2:30][CH2:29]3)[N:3]=2)[C:20]2[CH:21]=[CH:22][CH:23]=[CH:24][C:19]=2[N:18]=1. The reactants are Cl[C:2]1[CH:7]=[C:6]([N:8]2[CH2:13][CH2:12][O:11][C@@H:10]([CH3:14])[C@H:9]2[CH3:15])[N:5]=[C:4]([N:16]2[C:20]3[CH:21]=[CH:22][CH:23]=[CH:24][C:19]=3[N:18]=[C:17]2[CH:25]([F:27])[F:26])[N:3]=1.[NH:28]1[CH2:33][CH2:32][O:31][CH2:30][CH2:29]1. (2) The reactants are [F:1][C:2]([F:52])([F:51])[C:3]1[CH:4]=[C:5]([C:13]([CH3:50])([CH3:49])[C:14]([N:16]([CH3:48])[C:17]2[C:18]([C:40]3[CH:45]=[CH:44][C:43]([F:46])=[CH:42][C:41]=3[CH3:47])=[CH:19][C:20]([C@H:23]3[N:27](C(OC(C)(C)C)=O)[C@@:26]([CH3:39])([C:35]([O:37][CH3:38])=[O:36])[CH2:25][CH2:24]3)=[N:21][CH:22]=2)=[O:15])[CH:6]=[C:7]([C:9]([F:12])([F:11])[F:10])[CH:8]=1.C(O)(C(F)(F)F)=O. The catalyst is ClCCl. The product is [F:52][C:2]([F:1])([F:51])[C:3]1[CH:4]=[C:5]([C:13]([CH3:49])([CH3:50])[C:14]([N:16]([CH3:48])[C:17]2[C:18]([C:40]3[CH:45]=[CH:44][C:43]([F:46])=[CH:42][C:41]=3[CH3:47])=[CH:19][C:20]([C@H:23]3[NH:27][C@@:26]([CH3:39])([C:35]([O:37][CH3:38])=[O:36])[CH2:25][CH2:24]3)=[N:21][CH:22]=2)=[O:15])[CH:6]=[C:7]([C:9]([F:11])([F:12])[F:10])[CH:8]=1. The yield is 0.910. (3) The reactants are [C:1]([O:5][C:6](=[O:19])[NH:7][CH:8]1[CH2:17][C:16]2[C:11](=[CH:12][CH:13]=[C:14](Br)[CH:15]=2)[NH:10][CH2:9]1)([CH3:4])([CH3:3])[CH3:2].[CH3:20][N:21](C=O)C. The catalyst is [C-]#N.[Zn+2].[C-]#N. The product is [C:1]([O:5][C:6](=[O:19])[NH:7][CH:8]1[CH2:17][C:16]2[C:11](=[CH:12][CH:13]=[C:14]([C:20]#[N:21])[CH:15]=2)[NH:10][CH2:9]1)([CH3:4])([CH3:3])[CH3:2]. The yield is 0.670. (4) The reactants are Cl.Cl.C[O:4][C:5](=[O:23])[C:6]1[C:11]([C:12]([F:15])([F:14])[F:13])=[CH:10][C:9]([NH:16][CH:17]2[CH2:22][CH2:21][NH:20][CH2:19][CH2:18]2)=[N:8][CH:7]=1.C(O)(=O)C.C(N(C(C)C)C(C)C)C.[CH2:37]([O:39][C:40]1[CH:41]=[C:42]([CH:45]=[CH:46][C:47]=1[OH:48])[CH:43]=O)[CH3:38].C([BH3-])#N.[Na+].[OH-].[Na+]. The catalyst is C(O)C. The product is [CH2:37]([O:39][C:40]1[CH:41]=[C:42]([CH:45]=[CH:46][C:47]=1[OH:48])[CH2:43][N:20]1[CH2:19][CH2:18][CH:17]([NH:16][C:9]2[CH:10]=[C:11]([C:12]([F:15])([F:14])[F:13])[C:6]([C:5]([OH:4])=[O:23])=[CH:7][N:8]=2)[CH2:22][CH2:21]1)[CH3:38]. The yield is 0.0700. (5) The reactants are [NH2:1][C:2]1[C:11]2[C:6](=[C:7](Br)[CH:8]=[CH:9][CH:10]=2)[N:5]=[N:4][C:3]=1[C:13]([NH:15][CH2:16][CH2:17][CH3:18])=[O:14].[F:19][C:20]1[CH:25]=[CH:24][C:23]([CH3:26])=[CH:22][C:21]=1B(O)O. No catalyst specified. The product is [NH2:1][C:2]1[C:11]2[C:6](=[C:7]([C:21]3[CH:22]=[C:23]([CH3:26])[CH:24]=[CH:25][C:20]=3[F:19])[CH:8]=[CH:9][CH:10]=2)[N:5]=[N:4][C:3]=1[C:13]([NH:15][CH2:16][CH2:17][CH3:18])=[O:14]. The yield is 0.770. (6) The reactants are [CH2:1]([O:8][C:9]1[C:10]([F:27])=[C:11]([F:26])[C:12]([NH:18][C:19]2[CH:24]=[CH:23][CH:22]=[CH:21][C:20]=2[F:25])=[C:13]([CH:17]=1)[C:14]([OH:16])=[O:15])[C:2]1[CH:7]=[CH:6][CH:5]=[CH:4][CH:3]=1.C(=O)(O)[O-].[K+].[CH2:33](Br)[C:34]1[CH:39]=[CH:38][CH:37]=[CH:36][CH:35]=1.O. The catalyst is CN(C=O)C. The product is [CH2:1]([O:8][C:9]1[C:10]([F:27])=[C:11]([F:26])[C:12]([NH:18][C:19]2[CH:24]=[CH:23][CH:22]=[CH:21][C:20]=2[F:25])=[C:13]([CH:17]=1)[C:14]([O:16][CH2:33][C:34]1[CH:39]=[CH:38][CH:37]=[CH:36][CH:35]=1)=[O:15])[C:2]1[CH:3]=[CH:4][CH:5]=[CH:6][CH:7]=1. The yield is 0.900. (7) The reactants are [C:1]([O:5][C:6](=[O:25])[NH:7][CH:8]1[CH2:13][CH2:12][N:11]([C:14]2[N:15]([CH3:24])[C:16](=[O:23])[C:17](Cl)=[C:18]([C:20]#[N:21])[N:19]=2)[CH2:10][CH2:9]1)([CH3:4])([CH3:3])[CH3:2].[F:26][C:27]1[CH:28]=[C:29](B(O)O)[CH:30]=[CH:31][C:32]=1[O:33][CH3:34].C([O-])([O-])=O.[Na+].[Na+]. The catalyst is O1CCOCC1.O.C1C=CC(P(C2C=CC=CC=2)[C-]2C=CC=C2)=CC=1.C1C=CC(P(C2C=CC=CC=2)[C-]2C=CC=C2)=CC=1.Cl[Pd]Cl.[Fe+2]. The product is [C:1]([O:5][C:6](=[O:25])[NH:7][CH:8]1[CH2:13][CH2:12][N:11]([C:14]2[N:15]([CH3:24])[C:16](=[O:23])[C:17]([C:29]3[CH:30]=[CH:31][C:32]([O:33][CH3:34])=[C:27]([F:26])[CH:28]=3)=[C:18]([C:20]#[N:21])[N:19]=2)[CH2:10][CH2:9]1)([CH3:4])([CH3:3])[CH3:2]. The yield is 0.450.